This data is from NCI-60 drug combinations with 297,098 pairs across 59 cell lines. The task is: Regression. Given two drug SMILES strings and cell line genomic features, predict the synergy score measuring deviation from expected non-interaction effect. (1) Drug 1: C1CCC(C1)C(CC#N)N2C=C(C=N2)C3=C4C=CNC4=NC=N3. Drug 2: CN(C)C1=NC(=NC(=N1)N(C)C)N(C)C. Cell line: MALME-3M. Synergy scores: CSS=-4.37, Synergy_ZIP=2.49, Synergy_Bliss=2.71, Synergy_Loewe=-5.07, Synergy_HSA=-3.32. (2) Drug 1: CC(CN1CC(=O)NC(=O)C1)N2CC(=O)NC(=O)C2. Drug 2: CC1=C(C=C(C=C1)NC(=O)C2=CC=C(C=C2)CN3CCN(CC3)C)NC4=NC=CC(=N4)C5=CN=CC=C5. Cell line: MALME-3M. Synergy scores: CSS=0.293, Synergy_ZIP=-2.37, Synergy_Bliss=-1.45, Synergy_Loewe=-3.93, Synergy_HSA=-3.73. (3) Drug 1: CC1CCC2CC(C(=CC=CC=CC(CC(C(=O)C(C(C(=CC(C(=O)CC(OC(=O)C3CCCCN3C(=O)C(=O)C1(O2)O)C(C)CC4CCC(C(C4)OC)OCCO)C)C)O)OC)C)C)C)OC. Drug 2: CC(C)NC(=O)C1=CC=C(C=C1)CNNC.Cl. Cell line: K-562. Synergy scores: CSS=12.2, Synergy_ZIP=-3.56, Synergy_Bliss=-2.21, Synergy_Loewe=-25.7, Synergy_HSA=-0.502. (4) Drug 1: C1=C(C(=O)NC(=O)N1)N(CCCl)CCCl. Drug 2: CCC1=C2CN3C(=CC4=C(C3=O)COC(=O)C4(CC)O)C2=NC5=C1C=C(C=C5)O. Cell line: HL-60(TB). Synergy scores: CSS=91.4, Synergy_ZIP=8.63, Synergy_Bliss=8.45, Synergy_Loewe=9.38, Synergy_HSA=12.9. (5) Drug 1: CC(C1=C(C=CC(=C1Cl)F)Cl)OC2=C(N=CC(=C2)C3=CN(N=C3)C4CCNCC4)N. Drug 2: C1CC(=O)NC(=O)C1N2C(=O)C3=CC=CC=C3C2=O. Cell line: SK-MEL-2. Synergy scores: CSS=9.57, Synergy_ZIP=0.889, Synergy_Bliss=5.63, Synergy_Loewe=1.01, Synergy_HSA=3.32. (6) Cell line: U251. Drug 2: C(CCl)NC(=O)N(CCCl)N=O. Synergy scores: CSS=17.1, Synergy_ZIP=-1.76, Synergy_Bliss=14.1, Synergy_Loewe=7.10, Synergy_HSA=5.85. Drug 1: C#CCC(CC1=CN=C2C(=N1)C(=NC(=N2)N)N)C3=CC=C(C=C3)C(=O)NC(CCC(=O)O)C(=O)O.